Dataset: Reaction yield outcomes from USPTO patents with 853,638 reactions. Task: Predict the reaction yield, written as a fraction of the theoretical maximum amount of product (1.0 means a 100% yield; for example, 0.34 means a 34% yield). The reactants are [Cl:1][C:2]1[CH:7]=[C:6]([Cl:8])[CH:5]=[CH:4][C:3]=1[C:9]1[C:10]([C:22]#[N:23])=[C:11]([N:16]2[CH2:21][CH2:20][O:19][CH2:18][CH2:17]2)[S:12][C:13]=1[CH:14]=O.C(O)CCC.[NH2:29][CH2:30][CH:31]([NH2:33])[CH3:32].II.C(=O)([O-])[O-].[K+].[K+]. No catalyst specified. The product is [Cl:1][C:2]1[CH:7]=[C:6]([Cl:8])[CH:5]=[CH:4][C:3]=1[C:9]1[C:10]([C:22]#[N:23])=[C:11]([N:16]2[CH2:21][CH2:20][O:19][CH2:18][CH2:17]2)[S:12][C:13]=1[C:14]1[NH:29][CH2:30][CH:31]([CH3:32])[N:33]=1. The yield is 0.320.